From a dataset of Full USPTO retrosynthesis dataset with 1.9M reactions from patents (1976-2016). Predict the reactants needed to synthesize the given product. (1) Given the product [C:17]([C:12]1[C:13](=[O:16])[N:14]([CH2:46][CH2:47][CH2:48][C:49]2[CH:54]=[CH:53][CH:52]=[CH:51][C:50]=2[Cl:55])[N:15]=[C:10]([C:8]2[CH:7]=[CH:6][C:5]3[O:1][CH2:2][CH2:3][C:4]=3[CH:9]=2)[CH:11]=1)([OH:19])=[O:18], predict the reactants needed to synthesize it. The reactants are: [O:1]1[C:5]2[CH:6]=[CH:7][C:8]([C:10]3[CH:11]=[C:12]([C:17]([O:19]C)=[O:18])[C:13](=[O:16])[NH:14][N:15]=3)=[CH:9][C:4]=2[CH:3]=[CH:2]1.O1C2C=CC(C3C=C(C(OC)=O)C(=O)NN=3)=CC=2CC1.CS(O[CH2:46][CH2:47][CH2:48][C:49]1[CH:54]=[CH:53][CH:52]=[CH:51][C:50]=1[Cl:55])(=O)=O. (2) The reactants are: [CH2:1]([O:8][C:9]1[C:14](=[O:15])[N:13]([CH3:16])[C:12](S(C)(=O)=O)=[N:11][C:10]=1[C:21]([O:23][CH3:24])=[O:22])[C:2]1[CH:7]=[CH:6][CH:5]=[CH:4][CH:3]=1.CC#[N:27]. Given the product [CH3:24][O:23][C:21]([C:10]1[N:11]=[C:12]([NH2:27])[N:13]([CH3:16])[C:14](=[O:15])[C:9]=1[O:8][CH2:1][C:2]1[CH:7]=[CH:6][CH:5]=[CH:4][CH:3]=1)=[O:22], predict the reactants needed to synthesize it. (3) Given the product [Cl:44][C:21]1[CH:22]=[C:17]([CH:18]=[CH:19][CH:20]=1)[CH2:23][C:6]1[N:15]([CH:32]([CH:28]2[CH2:27][CH2:26][CH2:31][CH2:30][CH2:29]2)[C:33]([NH:42][CH:36]2[CH2:41][CH2:40][CH2:39][CH2:38][CH2:37]2)=[O:35])[C:9]2[CH:10]=[CH:11][C:12]([F:14])=[CH:13][C:8]=2[N:7]=1, predict the reactants needed to synthesize it. The reactants are: C(O[C:6](=O)[NH:7][C:8]1[CH:13]=[C:12]([F:14])[CH:11]=[CH:10][C:9]=1[NH2:15])(C)(C)C.[CH:17]1([CH:23]=O)[CH2:22][CH2:21][CH2:20][CH2:19][CH2:18]1.Cl[C:26]1[CH:27]=[C:28]([CH2:32][C:33]([OH:35])=O)[CH:29]=[CH:30][CH:31]=1.[CH:36]1([N+:42]#[C-])[CH2:41][CH2:40][CH2:39][CH2:38][CH2:37]1.[ClH:44]. (4) The reactants are: Br[CH2:2][CH2:3][CH2:4][CH2:5][CH2:6][CH2:7][C:8]([OH:10])=[O:9].[N-:11]=[N+:12]=[N-:13].[Na+]. Given the product [N:11]([CH:4]([CH2:3][CH3:2])[CH2:5][CH2:6][CH2:7][C:8]([OH:10])=[O:9])=[N+:12]=[N-:13], predict the reactants needed to synthesize it. (5) Given the product [Br:12][C:9]1[CH:10]=[C:11]2[C:6]([CH:5]=[CH:4][N:3]=[C:2]2[NH:1][C:25](=[O:32])[C:26]2[CH:31]=[CH:30][CH:29]=[CH:28][CH:27]=2)=[CH:7][CH:8]=1, predict the reactants needed to synthesize it. The reactants are: [NH2:1][C:2]1[C:11]2[C:6](=[CH:7][CH:8]=[C:9]([Br:12])[CH:10]=2)[CH:5]=[CH:4][N:3]=1.BrC1C=C2C(=CC=1)C(N[C:25](=[O:32])[C:26]1[CH:31]=[CH:30][CH:29]=[CH:28][CH:27]=1)=NC=C2. (6) Given the product [N:11]1[CH:12]=[CH:13][CH:14]=[CH:15][C:10]=1[C:6]1[CH:7]=[CH:8][CH:9]=[C:2]2[C:3]=1[C:4]([NH2:5])=[N:17][NH:18]2, predict the reactants needed to synthesize it. The reactants are: F[C:2]1[CH:9]=[CH:8][CH:7]=[C:6]([C:10]2[CH:15]=[CH:14][CH:13]=[CH:12][N:11]=2)[C:3]=1[C:4]#[N:5].O.[NH2:17][NH2:18]. (7) Given the product [ClH:1].[Cl:1][C:2]1[CH:7]=[CH:6][C:5]([CH:8]2[CH2:9][CH2:10][NH:11][CH2:12][CH2:13]2)=[CH:4][CH:3]=1.[CH:2]([N:28]([CH:27]([CH3:26])[CH3:35])[CH2:29][CH3:30])([CH3:7])[CH3:3].[CH3:17][S:14]([Cl:36])(=[O:16])=[O:15], predict the reactants needed to synthesize it. The reactants are: [Cl:1][C:2]1[CH:7]=[CH:6][C:5]([CH:8]2[CH2:13][CH2:12][N:11]([S:14]([CH3:17])(=[O:16])=[O:15])[CH2:10][CH2:9]2)=[CH:4][CH:3]=1.FC1C=CC(C2[CH2:30][CH2:29][N:28](S(C)(=O)=O)[CH2:27][CH2:26]2)=CC=1.[CH2:35](Cl)[Cl:36]. (8) Given the product [CH3:21][C:22]1([CH3:30])[O:27][C:26](=[O:28])[C:25](=[C:18]([C:14]2[CH:15]=[CH:16][CH:17]=[C:12]([O:11][CH2:4][C:5]3[CH:10]=[CH:9][CH:8]=[CH:7][CH:6]=3)[CH:13]=2)[CH3:19])[C:24](=[O:29])[O:23]1, predict the reactants needed to synthesize it. The reactants are: C(Cl)Cl.[CH2:4]([O:11][C:12]1[CH:13]=[C:14]([C:18](=O)[CH3:19])[CH:15]=[CH:16][CH:17]=1)[C:5]1[CH:10]=[CH:9][CH:8]=[CH:7][CH:6]=1.[CH3:21][C:22]1([CH3:30])[O:27][C:26](=[O:28])[CH2:25][C:24](=[O:29])[O:23]1.N1C=CC=CC=1. (9) Given the product [OH:8][CH2:9][C@H:10]1[CH2:15][CH2:14][C@H:13]([N:16]2[C:21]3[C:22]4[CH:28]=[CH:27][N:26]([CH2:29][O:30][CH2:31][CH2:32][Si:33]([CH3:35])([CH3:34])[CH3:36])[C:23]=4[N:24]=[CH:25][C:20]=3[C:19](=[O:37])[N:18]([CH3:38])[CH2:17]2)[CH2:12][CH2:11]1, predict the reactants needed to synthesize it. The reactants are: [Si]([O:8][CH2:9][C@H:10]1[CH2:15][CH2:14][C@H:13]([N:16]2[C:21]3[C:22]4[CH:28]=[CH:27][N:26]([CH2:29][O:30][CH2:31][CH2:32][Si:33]([CH3:36])([CH3:35])[CH3:34])[C:23]=4[N:24]=[CH:25][C:20]=3[C:19](=[O:37])[N:18]([CH3:38])[CH2:17]2)[CH2:12][CH2:11]1)(C(C)(C)C)(C)C.Cl.C(=O)([O-])O.[Na+]. (10) Given the product [C:17]1([C:2]2[C:3]([O:11][CH2:12][C:13]([F:16])([F:15])[F:14])=[N:4][CH:5]=[C:6]([N+:8]([O-:10])=[O:9])[CH:7]=2)[CH2:21][CH2:20][CH2:19][CH:18]=1, predict the reactants needed to synthesize it. The reactants are: Br[C:2]1[C:3]([O:11][CH2:12][C:13]([F:16])([F:15])[F:14])=[N:4][CH:5]=[C:6]([N+:8]([O-:10])=[O:9])[CH:7]=1.[C:17]1(B2OC(C)(C)C(C)(C)O2)[CH2:21][CH2:20][CH2:19][CH:18]=1.C([O-])([O-])=O.[K+].[K+].O.